This data is from NCI-60 drug combinations with 297,098 pairs across 59 cell lines. The task is: Regression. Given two drug SMILES strings and cell line genomic features, predict the synergy score measuring deviation from expected non-interaction effect. (1) Drug 1: C1CCC(CC1)NC(=O)N(CCCl)N=O. Drug 2: C(=O)(N)NO. Cell line: KM12. Synergy scores: CSS=8.28, Synergy_ZIP=-6.74, Synergy_Bliss=-14.4, Synergy_Loewe=-14.8, Synergy_HSA=-12.4. (2) Drug 1: C1CN1C2=NC(=NC(=N2)N3CC3)N4CC4. Drug 2: C(CC(=O)O)C(=O)CN.Cl. Cell line: HS 578T. Synergy scores: CSS=12.8, Synergy_ZIP=-5.43, Synergy_Bliss=0.959, Synergy_Loewe=-9.86, Synergy_HSA=-1.87. (3) Drug 1: CC1=C(C=C(C=C1)C(=O)NC2=CC(=CC(=C2)C(F)(F)F)N3C=C(N=C3)C)NC4=NC=CC(=N4)C5=CN=CC=C5. Drug 2: N.N.Cl[Pt+2]Cl. Cell line: RXF 393. Synergy scores: CSS=24.6, Synergy_ZIP=-1.27, Synergy_Bliss=-2.98, Synergy_Loewe=-5.31, Synergy_HSA=-2.49. (4) Drug 1: C1CC(=O)NC(=O)C1N2CC3=C(C2=O)C=CC=C3N. Drug 2: B(C(CC(C)C)NC(=O)C(CC1=CC=CC=C1)NC(=O)C2=NC=CN=C2)(O)O. Cell line: 786-0. Synergy scores: CSS=-0.931, Synergy_ZIP=-2.64, Synergy_Bliss=-4.54, Synergy_Loewe=-2.78, Synergy_HSA=-2.79. (5) Drug 1: C1=CC=C(C(=C1)C(C2=CC=C(C=C2)Cl)C(Cl)Cl)Cl. Drug 2: C(CC(=O)O)C(=O)CN.Cl. Cell line: SR. Synergy scores: CSS=0.423, Synergy_ZIP=0.0162, Synergy_Bliss=0.00531, Synergy_Loewe=-1.56, Synergy_HSA=-2.05. (6) Drug 1: CCN(CC)CCNC(=O)C1=C(NC(=C1C)C=C2C3=C(C=CC(=C3)F)NC2=O)C. Drug 2: C(CC(=O)O)C(=O)CN.Cl. Cell line: 786-0. Synergy scores: CSS=9.35, Synergy_ZIP=-4.75, Synergy_Bliss=-0.478, Synergy_Loewe=-2.25, Synergy_HSA=-1.11. (7) Drug 1: C1=C(C(=O)NC(=O)N1)N(CCCl)CCCl. Drug 2: CCC1=C2CN3C(=CC4=C(C3=O)COC(=O)C4(CC)O)C2=NC5=C1C=C(C=C5)O. Cell line: HCT-15. Synergy scores: CSS=46.1, Synergy_ZIP=-5.43, Synergy_Bliss=-3.05, Synergy_Loewe=-9.59, Synergy_HSA=-1.03.